From a dataset of Reaction yield outcomes from USPTO patents with 853,638 reactions. Predict the reaction yield, written as a fraction of the theoretical maximum amount of product (1.0 means a 100% yield; for example, 0.34 means a 34% yield). (1) The reactants are Br[C:2]1[CH:3]=[C:4]2[C:9](=[CH:10][CH:11]=1)[N:8]=[C:7]([CH3:12])[CH:6]=[CH:5]2.[CH3:13][O:14][C:15]1[CH:16]=[N:17][CH:18]=[C:19](B2OC(C)(C)C(C)(C)O2)[CH:20]=1.O1CCOCC1.[F-].[Cs+]. The catalyst is O.C(P(C(C)(C)C)C1C=CC(N(C)C)=CC=1)(C)(C)C.Cl[Pd]Cl. The product is [CH3:13][O:14][C:15]1[CH:20]=[C:19]([C:2]2[CH:3]=[C:4]3[C:9](=[CH:10][CH:11]=2)[N:8]=[C:7]([CH3:12])[CH:6]=[CH:5]3)[CH:18]=[N:17][CH:16]=1. The yield is 0.800. (2) The reactants are [Cl:1][C:2]1[C:3]([N:8]2[CH2:13][CH2:12][NH:11][CH2:10][CH2:9]2)=[N:4][CH:5]=[CH:6][CH:7]=1.[C:14]1([S:24](Cl)(=[O:26])=[O:25])[C:23]2[C:18](=[CH:19][CH:20]=[CH:21][CH:22]=2)[CH:17]=[CH:16][CH:15]=1.S(Cl)(Cl)(=O)=O.C(N(C(C)C)CC)(C)C. The catalyst is ClCCl. The product is [Cl:1][C:2]1[C:3]([N:8]2[CH2:9][CH2:10][N:11]([S:24]([C:14]3[C:23]4[C:18](=[CH:19][CH:20]=[CH:21][CH:22]=4)[CH:17]=[CH:16][CH:15]=3)(=[O:26])=[O:25])[CH2:12][CH2:13]2)=[N:4][CH:5]=[CH:6][CH:7]=1. The yield is 0.700. (3) The product is [F:30][C:31]1([F:37])[CH2:36][CH2:35][CH2:34][N:33]([C:6]2[CH:5]=[CH:4][C:3]([N:9]3[CH:14]=[C:13]([O:15][CH3:16])[C:12](=[O:17])[C:11]([C:18]4[N:22]([C:23]5[CH:28]=[CH:27][CH:26]=[CH:25][CH:24]=5)[N:21]=[CH:20][CH:19]=4)=[N:10]3)=[C:2]([F:1])[CH:7]=2)[CH2:32]1. The yield is 0.550. The reactants are [F:1][C:2]1[CH:7]=[C:6](I)[CH:5]=[CH:4][C:3]=1[N:9]1[CH:14]=[C:13]([O:15][CH3:16])[C:12](=[O:17])[C:11]([C:18]2[N:22]([C:23]3[CH:28]=[CH:27][CH:26]=[CH:25][CH:24]=3)[N:21]=[CH:20][CH:19]=2)=[N:10]1.Cl.[F:30][C:31]1([F:37])[CH2:36][CH2:35][CH2:34][NH:33][CH2:32]1.O(C(C)(C)C)[Na].CC1(C)C2C(=C(P(C3C=CC=CC=3)C3C=CC=CC=3)C=CC=2)OC2C(P(C3C=CC=CC=3)C3C=CC=CC=3)=CC=CC1=2. The catalyst is O1CCOCC1.C([O-])(O)=O.[Na+].C1C=CC(/C=C/C(/C=C/C2C=CC=CC=2)=O)=CC=1.C1C=CC(/C=C/C(/C=C/C2C=CC=CC=2)=O)=CC=1.C1C=CC(/C=C/C(/C=C/C2C=CC=CC=2)=O)=CC=1.[Pd].[Pd].